This data is from Full USPTO retrosynthesis dataset with 1.9M reactions from patents (1976-2016). The task is: Predict the reactants needed to synthesize the given product. (1) Given the product [CH3:15][N:16]1[CH2:21][CH2:20][CH:19]([NH:35][C:34]2[CH:33]=[CH:32][C:31]([B:26]3[O:27][C:28]([CH3:30])([CH3:29])[C:24]([CH3:38])([CH3:23])[O:25]3)=[CH:37][CH:36]=2)[CH2:18][CH2:17]1, predict the reactants needed to synthesize it. The reactants are: [BH-](OC(C)=O)(OC(C)=O)OC(C)=O.[Na+].[CH3:15][N:16]1[CH2:21][CH2:20][C:19](=O)[CH2:18][CH2:17]1.[CH3:23][C:24]1([CH3:38])[C:28]([CH3:30])([CH3:29])[O:27][B:26]([C:31]2[CH:37]=[CH:36][C:34]([NH2:35])=[CH:33][CH:32]=2)[O:25]1.C(Cl)Cl. (2) Given the product [F:1][C:2](=[C:11]([F:12])[F:13])[CH2:3][CH2:4][S:5]([C:6]1[O:7][CH:8]=[CH:9][N:10]=1)=[O:22], predict the reactants needed to synthesize it. The reactants are: [F:1][C:2](=[C:11]([F:13])[F:12])[CH2:3][CH2:4][S:5][C:6]1[O:7][CH:8]=[CH:9][N:10]=1.ClC1C=CC=C(C(OO)=[O:22])C=1. (3) Given the product [Cl:34][C:21]1[CH:20]=[C:19]([NH:18][C:15]2[C:16]3[S:17][C:9]([C:8]#[C:7][CH2:6][NH:38][CH2:35][CH2:36][CH3:37])=[CH:10][C:11]=3[N:12]=[CH:13][N:14]=2)[CH:24]=[CH:23][C:22]=1[O:25][CH2:26][C:27]1[CH:32]=[CH:31][CH:30]=[C:29]([F:33])[CH:28]=1, predict the reactants needed to synthesize it. The reactants are: CS(O[CH2:6][C:7]#[C:8][C:9]1[S:17][C:16]2[C:15]([NH:18][C:19]3[CH:24]=[CH:23][C:22]([O:25][CH2:26][C:27]4[CH:32]=[CH:31][CH:30]=[C:29]([F:33])[CH:28]=4)=[C:21]([Cl:34])[CH:20]=3)=[N:14][CH:13]=[N:12][C:11]=2[CH:10]=1)(=O)=O.[CH2:35]([NH2:38])[CH2:36][CH3:37]. (4) Given the product [Br:1][C:2]1[C:3]([CH3:16])=[C:4]([N:8]2[C:13](=[O:14])[CH:12]=[CH:11][N:10]([C:21]3[CH:22]=[CH:23][C:18]([F:17])=[CH:19][CH:20]=3)[C:9]2=[O:15])[CH:5]=[CH:6][CH:7]=1, predict the reactants needed to synthesize it. The reactants are: [Br:1][C:2]1[C:3]([CH3:16])=[C:4]([N:8]2[C:13](=[O:14])[CH:12]=[CH:11][NH:10][C:9]2=[O:15])[CH:5]=[CH:6][CH:7]=1.[F:17][C:18]1[CH:23]=[CH:22][C:21](B(O)O)=[CH:20][CH:19]=1.N1C=CC=CC=1. (5) The reactants are: C1(C(C2C=CC=CC=2)=[N:8][N:9]([C:11]2[NH:15][C:14](=[O:16])[O:13][N:12]=2)[CH3:10])C=CC=CC=1.[ClH:23]. Given the product [ClH:23].[CH3:10][N:9]([C:11]1[NH:15][C:14](=[O:16])[O:13][N:12]=1)[NH2:8], predict the reactants needed to synthesize it. (6) Given the product [Br:1][C:2]1[C:6]2[CH:7]=[N:8][CH:9]=[C:10]([F:11])[C:5]=2[N:4]([CH:13]([CH3:15])[CH3:14])[CH:3]=1, predict the reactants needed to synthesize it. The reactants are: [Br:1][C:2]1[C:6]2[CH:7]=[N:8][CH:9]=[C:10]([F:11])[C:5]=2[NH:4][CH:3]=1.I[CH:13]([CH3:15])[CH3:14].C(=O)([O-])[O-].[K+].[K+]. (7) Given the product [C:11]1([C:17]#[C:18][C:2]2[CH:3]=[CH:4][C:5]3[N:6]([N:8]=[N:9][CH:10]=3)[CH:7]=2)[CH:16]=[CH:15][CH:14]=[CH:13][CH:12]=1, predict the reactants needed to synthesize it. The reactants are: Br[C:2]1[CH:3]=[CH:4][C:5]2[N:6]([N:8]=[N:9][CH:10]=2)[CH:7]=1.[C:11]1([C:17]#[CH:18])[CH:16]=[CH:15][CH:14]=[CH:13][CH:12]=1.